Dataset: Forward reaction prediction with 1.9M reactions from USPTO patents (1976-2016). Task: Predict the product of the given reaction. Given the reactants [C:1]1([S:7]([CH2:10][C:11]2[C:16]([C:17]([O:19][CH2:20]C)=[O:18])=[C:15]([O:22][CH2:23][CH2:24][NH:25][C:26]([O:28][C:29]([CH3:32])([CH3:31])[CH3:30])=[O:27])[C:14]([C:33]3[CH:37]=[CH:36][O:35][CH:34]=3)=[CH:13][CH:12]=2)(=[O:9])=[O:8])[CH:6]=[CH:5][CH:4]=[CH:3][CH:2]=1.[F:38]C1C=CC(S(CC2C(C(OC)=O)=C(O)C(C3C=COC=3)=CC=2)(=O)=O)=CC=1.C(OC(NCCBr)=O)(C)(C)C, predict the reaction product. The product is: [C:29]([O:28][C:26]([NH:25][CH2:24][CH2:23][O:22][C:15]1[C:14]([C:33]2[CH:37]=[CH:36][O:35][CH:34]=2)=[CH:13][CH:12]=[C:11]([CH2:10][S:7]([C:1]2[CH:6]=[CH:5][C:4]([F:38])=[CH:3][CH:2]=2)(=[O:9])=[O:8])[C:16]=1[C:17]([O:19][CH3:20])=[O:18])=[O:27])([CH3:32])([CH3:31])[CH3:30].